Dataset: Forward reaction prediction with 1.9M reactions from USPTO patents (1976-2016). Task: Predict the product of the given reaction. Given the reactants [NH2:1][CH:2]([C:6]([NH2:8])=[O:7])[C:3]([NH2:5])=[O:4].[CH:9](OCC)(OCC)[O:10]CC.CC(O)C.[ClH:23], predict the reaction product. The product is: [OH2:4].[OH2:10].[ClH:23].[OH:4][C:3]1[NH:5][CH:9]=[N:1][C:2]=1[C:6]([NH2:8])=[O:7].